Dataset: Catalyst prediction with 721,799 reactions and 888 catalyst types from USPTO. Task: Predict which catalyst facilitates the given reaction. (1) Reactant: [F:1][C:2]1[CH:3]=[C:4]([CH:35]=[CH:36][CH:37]=1)[CH2:5][O:6][C:7]1[CH:33]=[CH:32][C:10]([NH:11][C:12]2[C:21]3[C:16](=[CH:17][CH:18]=[C:19]([C:22]4[O:26][C:25]([CH:27]=[CH:28][C:29](O)=[O:30])=[CH:24][CH:23]=4)[CH:20]=3)[N:15]=[CH:14][N:13]=2)=[CH:9][C:8]=1[Cl:34].C(N1C=CN=C1)(N1C=CN=C1)=O.[CH2:50]([S:53]([CH2:56][CH2:57][NH2:58])(=[O:55])=[O:54])[CH2:51][CH3:52]. Product: [F:1][C:2]1[CH:3]=[C:4]([CH:35]=[CH:36][CH:37]=1)[CH2:5][O:6][C:7]1[CH:33]=[CH:32][C:10]([NH:11][C:12]2[C:21]3[C:16](=[CH:17][CH:18]=[C:19]([C:22]4[O:26][C:25]([CH:27]=[CH:28][C:29]([NH:58][CH2:57][CH2:56][S:53]([CH2:50][CH2:51][CH3:52])(=[O:55])=[O:54])=[O:30])=[CH:24][CH:23]=4)[CH:20]=3)[N:15]=[CH:14][N:13]=2)=[CH:9][C:8]=1[Cl:34]. The catalyst class is: 3. (2) The catalyst class is: 11. Product: [Cl:17][C:18]1[CH:23]=[CH:22][CH:21]=[CH:20][C:19]=1[C@H:24]([O:26][C:32](=[O:41])[NH:29][C:9]1[C:10]([CH3:13])=[N:11][O:12][C:8]=1[C:5]1[CH:4]=[CH:3][C:2]([Br:1])=[CH:7][CH:6]=1)[CH3:25]. Reactant: [Br:1][C:2]1[CH:7]=[CH:6][C:5]([C:8]2[O:12][N:11]=[C:10]([CH3:13])[C:9]=2C(O)=O)=[CH:4][CH:3]=1.[Cl:17][C:18]1[CH:23]=[CH:22][CH:21]=[CH:20][C:19]=1[C@H:24]([OH:26])[CH3:25].C([N:29]([CH2:32]C)CC)C.C1(P(N=[N+]=[N-])(C2C=CC=CC=2)=[O:41])C=CC=CC=1. (3) Product: [CH3:3][CH:2]([CH3:4])[CH2:1][NH:5][C:7]1[C:16]2[C:11](=[CH:12][CH:13]=[CH:14][N:15]=2)[N:10]=[CH:9][C:8]=1[N+:17]([O-:19])=[O:18]. The catalyst class is: 4. Reactant: [CH2:1]([NH2:5])[CH:2]([CH3:4])[CH3:3].Cl[C:7]1[C:16]2[C:11](=[CH:12][CH:13]=[CH:14][N:15]=2)[N:10]=[CH:9][C:8]=1[N+:17]([O-:19])=[O:18].O. (4) Reactant: I.I.[N:3]1([C:10]2[N:14]([CH2:15][CH2:16][N:17]3[CH:21]=[CH:20][CH:19]=[N:18]3)[C:13]3[CH:22]=[CH:23][CH:24]=[CH:25][C:12]=3[N:11]=2)[CH2:9][CH2:8][CH2:7][NH:6][CH2:5][CH2:4]1.[CH3:26][O:27][C:28]1[CH:33]=[CH:32][C:31]([N:34]2[CH:38]=[N:37][N:36]=[N:35]2)=[CH:30][C:29]=1[C:39]([N:41]1[CH2:45][CH2:44][C@:43]([CH2:52][CH2:53]OS(C)(=O)=O)([C:46]2[CH:51]=[CH:50][CH:49]=[CH:48][CH:47]=2)[CH2:42]1)=[O:40].C(N(C(C)C)CC)(C)C.C(#N)C. Product: [CH3:26][O:27][C:28]1[CH:33]=[CH:32][C:31]([N:34]2[CH:38]=[N:37][N:36]=[N:35]2)=[CH:30][C:29]=1[C:39]([N:41]1[CH2:45][CH2:44][C@@:43]([C:46]2[CH:51]=[CH:50][CH:49]=[CH:48][CH:47]=2)([CH2:52][CH2:53][N:6]2[CH2:7][CH2:8][CH2:9][N:3]([C:10]3[N:14]([CH2:15][CH2:16][N:17]4[CH:21]=[CH:20][CH:19]=[N:18]4)[C:13]4[CH:22]=[CH:23][CH:24]=[CH:25][C:12]=4[N:11]=3)[CH2:4][CH2:5]2)[CH2:42]1)=[O:40]. The catalyst class is: 4. (5) Reactant: [Cl:1][C:2]1[C:7]([CH:8]2[CH2:13][CH2:12][NH:11][CH2:10][CH2:9]2)=[CH:6][C:5]([C:14]#[N:15])=[CH:4][C:3]=1[NH:16][C:17]1[N:22]=[C:21]([N:23]([CH:33]2[CH2:35][CH2:34]2)CC2C=CC(OC)=CC=2)[C:20]2=[N:36][CH:37]=[C:38]([C:39]#[N:40])[N:19]2[N:18]=1.CCN(CC)CC.[O:48]1[CH2:51][C:50](=[CH:52][C:53]#[N:54])[CH2:49]1.C1(OC)C=CC=CC=1.C(O)(C(F)(F)F)=O. Product: [Cl:1][C:2]1[C:7]([CH:8]2[CH2:9][CH2:10][N:11]([C:50]3([CH2:52][C:53]#[N:54])[CH2:51][O:48][CH2:49]3)[CH2:12][CH2:13]2)=[CH:6][C:5]([C:14]#[N:15])=[CH:4][C:3]=1[NH:16][C:17]1[N:22]=[C:21]([NH:23][CH:33]2[CH2:34][CH2:35]2)[C:20]2=[N:36][CH:37]=[C:38]([C:39]#[N:40])[N:19]2[N:18]=1. The catalyst class is: 100. (6) The catalyst class is: 837. Reactant: CC1(C)COB([C:8]2[CH:9]=[C:10]([C:14]3[CH:15]=[N:16][CH:17]=[CH:18][CH:19]=3)[CH:11]=[CH:12][CH:13]=2)OC1.Br[C:22]1[N:26]2[N:27]=[CH:28][C:29]([C:31]([F:34])([F:33])[F:32])=[N:30][C:25]2=[N:24][CH:23]=1.C([O-])([O-])=O.[Na+].[Na+]. Product: [N:16]1[CH:17]=[CH:18][CH:19]=[C:14]([C:10]2[CH:9]=[C:8]([C:22]3[N:26]4[N:27]=[CH:28][C:29]([C:31]([F:32])([F:33])[F:34])=[N:30][C:25]4=[N:24][CH:23]=3)[CH:13]=[CH:12][CH:11]=2)[CH:15]=1. (7) Reactant: [NH2:1][C:2]1[C:11]2[N:12]=[C:13]([CH2:20][O:21][CH2:22][CH3:23])[N:14]([CH2:15][C:16]([OH:19])([CH3:18])[CH3:17])[C:10]=2[C:9]2[CH:8]=[CH:7][C:6]([OH:24])=[CH:5][C:4]=2[N:3]=1.C(=O)([O-])[O-].[Cs+].[Cs+].[CH2:31](Br)[C:32]#[CH:33].C(=O)([O-])[O-].[K+].[K+]. Product: [NH2:1][C:2]1[C:11]2[N:12]=[C:13]([CH2:20][O:21][CH2:22][CH3:23])[N:14]([CH2:15][C:16]([CH3:18])([OH:19])[CH3:17])[C:10]=2[C:9]2[CH:8]=[CH:7][C:6]([O:24][CH2:33][C:32]#[CH:31])=[CH:5][C:4]=2[N:3]=1. The catalyst class is: 136. (8) Reactant: Br[C:2]1[CH:11]=[CH:10][C:9]2[C:4](=[CH:5][CH:6]=[C:7]([O:12][C@H:13]3[CH2:18][CH2:17][C@H:16]([C:19]([CH3:22])([CH3:21])[CH3:20])[CH2:15][CH2:14]3)[CH:8]=2)[CH:3]=1.[Li]CCCC.CN([CH:31]=[O:32])C.Cl. Product: [C:19]([C@H:16]1[CH2:17][CH2:18][C@H:13]([O:12][C:7]2[CH:8]=[C:9]3[C:4](=[CH:5][CH:6]=2)[CH:3]=[C:2]([CH:31]=[O:32])[CH:11]=[CH:10]3)[CH2:14][CH2:15]1)([CH3:22])([CH3:21])[CH3:20]. The catalyst class is: 1. (9) Reactant: [C:1]1([CH2:7][CH2:8][CH:9]([OH:18])[CH2:10][CH2:11][C:12]2[CH:17]=[CH:16][CH:15]=[CH:14][CH:13]=2)[CH:6]=[CH:5][CH:4]=[CH:3][CH:2]=1.CCN(C(C)C)C(C)C.[C:28](Cl)(=[O:31])[CH:29]=[CH2:30].CO. Product: [C:28]([O:18][CH:9]([CH2:8][CH2:7][C:1]1[CH:6]=[CH:5][CH:4]=[CH:3][CH:2]=1)[CH2:10][CH2:11][C:12]1[CH:13]=[CH:14][CH:15]=[CH:16][CH:17]=1)(=[O:31])[CH:29]=[CH2:30]. The catalyst class is: 4.